Dataset: Reaction yield outcomes from USPTO patents with 853,638 reactions. Task: Predict the reaction yield, written as a fraction of the theoretical maximum amount of product (1.0 means a 100% yield; for example, 0.34 means a 34% yield). The reactants are [CH2:1]([N:8]1[CH2:12][CH:11]([N+:13]([O-])=O)[CH:10]([C:16]2[CH:21]=[CH:20][CH:19]=[C:18]([Cl:22])[CH:17]=2)[CH2:9]1)[C:2]1[CH:7]=[CH:6][CH:5]=[CH:4][CH:3]=1.O.O.Cl[Sn]Cl.C([O-])(O)=O.[Na+]. The catalyst is CCOC(C)=O. The product is [CH2:1]([N:8]1[CH2:9][CH:10]([C:16]2[CH:21]=[CH:20][CH:19]=[C:18]([Cl:22])[CH:17]=2)[CH:11]([NH2:13])[CH2:12]1)[C:2]1[CH:7]=[CH:6][CH:5]=[CH:4][CH:3]=1. The yield is 0.780.